Task: Binary Classification. Given a miRNA mature sequence and a target amino acid sequence, predict their likelihood of interaction.. Dataset: Experimentally validated miRNA-target interactions with 360,000+ pairs, plus equal number of negative samples Result: 0 (no interaction). The protein sequence of the target gene is MHLHQVLTGAVNPGDNCYSVGSVGDVPFTAYGSGCDIVILANDFECVQIIPGAKHGNIQVSCVECSNQQGRIAASYGNAVCIFEPLGINSHKRNCQLKCQWLKTGQFFLSSVTYNLAWDPQDNRLLTATDSIQLWAPPGDDILEEEEEIDNTVPPVLNDWKCVWQCKTSVSVHLMEWSPDGEYFATAGKDDCLLKVWYPMTGWKSSIIPQDHHEVKRRQSSTQFSFVYLAHPRAVTGFSWRKTSKYMPRGSVCNVLLTSCHDGVCRLWAETLLPEDCLLGEQICETTTSSIASSLSHAGR.... The miRNA is cel-miR-272 with sequence UGUAGGCAUGGGUGUUUG.